From a dataset of Full USPTO retrosynthesis dataset with 1.9M reactions from patents (1976-2016). Predict the reactants needed to synthesize the given product. Given the product [CH3:21][CH:20]([NH:1][C:2]1[CH:3]=[CH:4][C:5]([N:8]2[CH:12]=[C:11]([C:13]([O:15][CH2:16][CH3:17])=[O:14])[N:10]=[CH:9]2)=[CH:6][CH:7]=1)[CH2:19][C:18]([NH:23][C:24]([O:25][CH:26]([CH3:27])[CH3:28])=[O:29])=[O:22], predict the reactants needed to synthesize it. The reactants are: [NH2:1][C:2]1[CH:7]=[CH:6][C:5]([N:8]2[CH:12]=[C:11]([C:13]([O:15][CH2:16][CH3:17])=[O:14])[N:10]=[CH:9]2)=[CH:4][CH:3]=1.[C:18]([NH:23][C:24](=[O:29])[O:25][CH:26]([CH3:28])[CH3:27])(=[O:22])/[CH:19]=[CH:20]/[CH3:21].